From a dataset of Catalyst prediction with 721,799 reactions and 888 catalyst types from USPTO. Predict which catalyst facilitates the given reaction. (1) Reactant: CO[CH2:3][N:4](CC1C=CC=CC=1)[CH2:5][Si](C)(C)C.[C:17](O)(C(F)(F)F)=O.[CH3:24][O:25][C:26]1[CH:27]=[C:28]2[C:32](=[CH:33][CH:34]=1)[C:31](=O)[CH:30]=[CH:29]2. Product: [CH3:24][O:25][C:26]1[CH:34]=[CH:33][C:32]2[CH:31]([CH3:17])[CH:30]3[CH2:5][NH:4][CH2:3][CH:29]3[C:28]=2[CH:27]=1. The catalyst class is: 2. (2) Reactant: [N+:1]([C:4]1[CH:11]=[CH:10][CH:9]=[CH:8][C:5]=1[CH2:6]Br)([O-:3])=[O:2].[CH3:12][S:13]([O-:15])=[O:14].[Na+]. Product: [CH3:12][S:13]([CH2:6][C:5]1[CH:8]=[CH:9][CH:10]=[CH:11][C:4]=1[N+:1]([O-:3])=[O:2])(=[O:15])=[O:14]. The catalyst class is: 8. (3) Reactant: [C:1]([O:5][C:6]([N:8]1[CH2:12][C@H:11]([F:13])[CH2:10][C@H:9]1[C:14]([OH:16])=[O:15])=[O:7])([CH3:4])([CH3:3])[CH3:2].Br[CH2:18][C:19]([C:21]1[CH:26]=[CH:25][CH:24]=[C:23]([Cl:27])[CH:22]=1)=[O:20].C(N(C(C)C)CC)(C)C. Product: [F:13][C@H:11]1[CH2:12][N:8]([C:6]([O:5][C:1]([CH3:4])([CH3:2])[CH3:3])=[O:7])[C@H:9]([C:14]([O:16][CH2:18][C:19]([C:21]2[CH:26]=[CH:25][CH:24]=[C:23]([Cl:27])[CH:22]=2)=[O:20])=[O:15])[CH2:10]1. The catalyst class is: 10.